The task is: Predict the reaction yield, written as a fraction of the theoretical maximum amount of product (1.0 means a 100% yield; for example, 0.34 means a 34% yield).. This data is from Reaction yield outcomes from USPTO patents with 853,638 reactions. (1) The reactants are [F:1][C:2]1[CH:7]=[CH:6][CH:5]=[CH:4][C:3]=1[C:8](=[O:11])[CH:9]=[CH2:10].[Br:12][C:13]1[CH:18]=[CH:17][C:16]([C@@H:19]([NH2:21])[CH3:20])=[CH:15][CH:14]=1. The catalyst is CC#N. The product is [Br:12][C:13]1[CH:18]=[CH:17][C:16]([C@@H:19]([NH:21][CH2:10][CH2:9][C:8]([C:3]2[CH:4]=[CH:5][CH:6]=[CH:7][C:2]=2[F:1])=[O:11])[CH3:20])=[CH:15][CH:14]=1. The yield is 0.307. (2) The reactants are [NH:1]1[CH:5]=[CH:4][C:3]([C:6]2[C:14]3[C:13]([NH:15][C@H:16]([C:18]4[N:23]([C:24]5[CH:29]=[CH:28][CH:27]=[CH:26][CH:25]=5)[C:22](=[O:30])[C:21]5=[C:31]([CH3:34])[CH:32]=[CH:33][N:20]5[N:19]=4)[CH3:17])=[N:12][CH:11]=[N:10][C:9]=3[N:8](COCC[Si](C)(C)C)[CH:7]=2)=[N:2]1.[F:43][C:44]([F:48])([F:47])[CH2:45]I.C(=O)([O-])[O-].[Cs+].[Cs+].FC(F)(F)C(O)=O.N. The catalyst is CN(C=O)C. The product is [CH3:34][C:31]1[CH:32]=[CH:33][N:20]2[C:21]=1[C:22](=[O:30])[N:23]([C:24]1[CH:29]=[CH:28][CH:27]=[CH:26][CH:25]=1)[C:18]([C@@H:16]([NH:15][C:13]1[C:14]3[C:6]([C:3]4[CH:4]=[CH:5][N:1]([CH2:45][C:44]([F:48])([F:47])[F:43])[N:2]=4)=[CH:7][NH:8][C:9]=3[N:10]=[CH:11][N:12]=1)[CH3:17])=[N:19]2. The yield is 0.120. (3) The reactants are C[O:2][C:3](=[O:32])[CH2:4][O:5][C:6]1[CH:14]=[C:13]2[CH:15]=[CH:16][CH:17]=[CH:18][C:12]2=[C:11]2[C:7]=1[C:8]([C:27](=[O:31])[C:28]([NH2:30])=[O:29])=[C:9]([CH3:26])[N:10]2[CH2:19][CH:20]1[CH2:25][CH2:24][CH2:23][CH2:22][CH2:21]1.[OH-].[Li+].Cl. The catalyst is O1CCCC1.O. The product is [NH2:30][C:28](=[O:29])[C:27]([C:8]1[C:7]2[C:11](=[C:12]3[CH:18]=[CH:17][CH:16]=[CH:15][C:13]3=[CH:14][C:6]=2[O:5][CH2:4][C:3]([OH:32])=[O:2])[N:10]([CH2:19][CH:20]2[CH2:25][CH2:24][CH2:23][CH2:22][CH2:21]2)[C:9]=1[CH3:26])=[O:31]. The yield is 0.540.